From a dataset of Peptide-MHC class I binding affinity with 185,985 pairs from IEDB/IMGT. Regression. Given a peptide amino acid sequence and an MHC pseudo amino acid sequence, predict their binding affinity value. This is MHC class I binding data. (1) The peptide sequence is WIKDIMTST. The MHC is HLA-A02:01 with pseudo-sequence HLA-A02:01. The binding affinity (normalized) is 0.367. (2) The peptide sequence is SLTIPSFYT. The MHC is HLA-B57:01 with pseudo-sequence HLA-B57:01. The binding affinity (normalized) is 0.0847. (3) The peptide sequence is KAVYNFATM. The MHC is H-2-Db with pseudo-sequence H-2-Db. The binding affinity (normalized) is 0.774. (4) The peptide sequence is YAEGDVVVF. The MHC is HLA-A02:03 with pseudo-sequence HLA-A02:03. The binding affinity (normalized) is 0.0847.